From a dataset of NCI-60 drug combinations with 297,098 pairs across 59 cell lines. Regression. Given two drug SMILES strings and cell line genomic features, predict the synergy score measuring deviation from expected non-interaction effect. Drug 1: CN(C)C1=NC(=NC(=N1)N(C)C)N(C)C. Drug 2: C1=NC2=C(N=C(N=C2N1C3C(C(C(O3)CO)O)O)F)N. Cell line: OVCAR3. Synergy scores: CSS=0.363, Synergy_ZIP=1.33, Synergy_Bliss=0.409, Synergy_Loewe=-5.63, Synergy_HSA=-2.46.